From a dataset of Reaction yield outcomes from USPTO patents with 853,638 reactions. Predict the reaction yield, written as a fraction of the theoretical maximum amount of product (1.0 means a 100% yield; for example, 0.34 means a 34% yield). (1) The reactants are [CH3:1][C:2]1[CH:3]=[CH:4][C:5]([N:8]2[CH2:13][CH2:12][CH:11]([C:14]([OH:16])=O)[CH2:10][CH2:9]2)=[N:6][CH:7]=1.C(Cl)(=O)C(Cl)=O.[CH3:23][C:24]1[CH:25]=[CH:26][C:27]2[NH:36][CH2:35][CH2:34][C:33]3[N:32]=[C:31]([N:37]4[CH2:42][CH2:41][O:40][CH2:39][CH2:38]4)[NH:30][C:29]=3[C:28]=2[CH:43]=1.CC#N. The catalyst is C(Cl)Cl.CN(C=O)C.N1C=CC=CC=1. The product is [CH3:23][C:24]1[CH:25]=[CH:26][C:27]2[N:36]([C:14]([CH:11]3[CH2:10][CH2:9][N:8]([C:5]4[CH:4]=[CH:3][C:2]([CH3:1])=[CH:7][N:6]=4)[CH2:13][CH2:12]3)=[O:16])[CH2:35][CH2:34][C:33]3[N:32]=[C:31]([N:37]4[CH2:38][CH2:39][O:40][CH2:41][CH2:42]4)[NH:30][C:29]=3[C:28]=2[CH:43]=1. The yield is 0.394. (2) The reactants are [NH2:1][C:2]1[C:3]([C:7]2[N:8]([CH2:18][CH3:19])[C:9]3[C:10]([N:17]=2)=[C:11]([Cl:16])[NH:12][C:13](=[O:15])[CH:14]=3)=[N:4][O:5][N:6]=1.[CH2:20](Br)[C:21]1[CH:26]=[CH:25][CH:24]=[CH:23][CH:22]=1. The catalyst is C1COCC1.C(=O)([O-])[O-].[Ag+2]. The product is [Cl:16][C:11]1[C:10]2[N:17]=[C:7]([C:3]3[C:2]([NH2:1])=[N:6][O:5][N:4]=3)[N:8]([CH2:18][CH3:19])[C:9]=2[CH:14]=[C:13]([O:15][CH2:20][C:21]2[CH:26]=[CH:25][CH:24]=[CH:23][CH:22]=2)[N:12]=1. The yield is 0.380. (3) The reactants are [C:1]([OH:10])(=[O:9])[C:2]1[C:3](=[CH:5][CH:6]=[CH:7][CH:8]=1)[NH2:4].N([O-])=O.[Na+].C([O-])(=O)C.[Na+].[N-:20]=[N+:21]=[N-].[Na+]. The catalyst is Cl.O.O1CCOCC1.CO. The product is [N:4]([C:3]1[CH:5]=[CH:6][CH:7]=[CH:8][C:2]=1[C:1]([OH:10])=[O:9])=[N+:20]=[N-:21]. The yield is 0.580. (4) The reactants are [OH-].[Na+].[Cl:3][C:4]1[CH:5]=[C:6]2[C:11](=[CH:12][CH:13]=1)[CH:10]=[C:9]([S:14][CH2:15][C@@H:16]([OH:21])[C:17]([O:19]C)=[O:18])[CH:8]=[CH:7]2.Cl. The catalyst is C(O)C.O. The product is [Cl:3][C:4]1[CH:5]=[C:6]2[C:11](=[CH:12][CH:13]=1)[CH:10]=[C:9]([S:14][CH2:15][C@@H:16]([OH:21])[C:17]([OH:19])=[O:18])[CH:8]=[CH:7]2. The yield is 0.970. (5) The reactants are S(Cl)(Cl)=O.[Cl:5][C:6]1[CH:22]=[CH:21][CH:20]=[C:19]([Cl:23])[C:7]=1[C:8]([NH:10][C:11]1[C:12]([C:16]([OH:18])=O)=[N:13][NH:14][CH:15]=1)=[O:9].C(N(CC)CC)C.[C:31]([O:35][C:36]([N:38]1[CH2:43][CH2:42][CH:41]([NH2:44])[CH2:40][CH2:39]1)=[O:37])([CH3:34])([CH3:33])[CH3:32]. The catalyst is C1(C)C=CC=CC=1.O1CCCC1. The product is [C:31]([O:35][C:36]([N:38]1[CH2:43][CH2:42][CH:41]([NH:44][C:16]([C:12]2[C:11]([NH:10][C:8](=[O:9])[C:7]3[C:19]([Cl:23])=[CH:20][CH:21]=[CH:22][C:6]=3[Cl:5])=[CH:15][NH:14][N:13]=2)=[O:18])[CH2:40][CH2:39]1)=[O:37])([CH3:34])([CH3:32])[CH3:33]. The yield is 0.971. (6) The yield is 0.700. No catalyst specified. The product is [Cl:22][C:16]1[CH:17]=[C:18]([Cl:21])[CH:19]=[CH:20][C:15]=1[C:13]1[N:14]=[C:10](/[CH:9]=[CH:8]/[C:5]2[CH:6]=[CH:7][C:2]([C:40]3[CH:41]=[CH:42][C:37]([C:36]([F:47])([F:46])[F:35])=[CH:38][CH:39]=3)=[CH:3][CH:4]=2)[N:11]([CH2:23][C:24]2[CH:29]=[CH:28][C:27]([NH:30][S:31]([CH3:34])(=[O:33])=[O:32])=[CH:26][CH:25]=2)[CH:12]=1. The reactants are Br[C:2]1[CH:7]=[CH:6][C:5](/[CH:8]=[CH:9]/[C:10]2[N:11]([CH2:23][C:24]3[CH:29]=[CH:28][C:27]([NH:30][S:31]([CH3:34])(=[O:33])=[O:32])=[CH:26][CH:25]=3)[CH:12]=[C:13]([C:15]3[CH:20]=[CH:19][C:18]([Cl:21])=[CH:17][C:16]=3[Cl:22])[N:14]=2)=[CH:4][CH:3]=1.[F:35][C:36]([F:47])([F:46])[C:37]1[CH:42]=[CH:41][C:40](B(O)O)=[CH:39][CH:38]=1. (7) The reactants are [O:1]1[C:5]2[CH:6]=[CH:7][C:8]([S:10]([N:13]3[CH2:18][CH2:17][CH:16]([NH:19][C:20]4[C:25]([N+:26]([O-])=O)=[CH:24][CH:23]=[C:22]([CH3:29])[N:21]=4)[CH2:15][CH2:14]3)(=[O:12])=[O:11])=[CH:9][C:4]=2[O:3][CH2:2]1.[NH4+].[Cl-]. The catalyst is CCO.O.[Fe]. The product is [O:1]1[C:5]2[CH:6]=[CH:7][C:8]([S:10]([N:13]3[CH2:14][CH2:15][CH:16]([NH:19][C:20]4[C:25]([NH2:26])=[CH:24][CH:23]=[C:22]([CH3:29])[N:21]=4)[CH2:17][CH2:18]3)(=[O:12])=[O:11])=[CH:9][C:4]=2[O:3][CH2:2]1. The yield is 0.310. (8) The reactants are [H-].[Na+].[CH:3]1[C:13]2[C:12]3[CH:14]=[CH:15][CH:16]=[CH:17][C:11]=3[CH2:10][C:9](=[O:18])[NH:8][C:7]=2[CH:6]=[CH:5][CH:4]=1.[CH3:19]I. The catalyst is CN(C=O)C.C(Cl)Cl.O. The product is [CH3:19][CH:10]1[C:9](=[O:18])[NH:8][C:7]2[CH:6]=[CH:5][CH:4]=[CH:3][C:13]=2[C:12]2[CH:14]=[CH:15][CH:16]=[CH:17][C:11]1=2. The yield is 0.630.